From a dataset of Reaction yield outcomes from USPTO patents with 853,638 reactions. Predict the reaction yield, written as a fraction of the theoretical maximum amount of product (1.0 means a 100% yield; for example, 0.34 means a 34% yield). (1) The reactants are [C:1](Cl)(=[O:4])[CH:2]=[CH2:3].[Cl:6][C:7]1[CH:8]=[C:9]([NH:15][C:16]2[C:25]3[C:20](=[CH:21][CH:22]=[C:23]([NH2:26])[CH:24]=3)[N:19]=[CH:18][N:17]=2)[C:10]([F:14])=[CH:11][C:12]=1[Cl:13]. The catalyst is C1COCC1. The product is [Cl:6][C:7]1[CH:8]=[C:9]([NH:15][C:16]2[C:25]3[C:20](=[CH:21][CH:22]=[C:23]([NH:26][C:1](=[O:4])[CH:2]=[CH2:3])[CH:24]=3)[N:19]=[CH:18][N:17]=2)[C:10]([F:14])=[CH:11][C:12]=1[Cl:13]. The yield is 1.00. (2) The reactants are [CH3:1][C:2]1[CH:3]=[C:4]([CH:8]=[CH:9][C:10]=1[C:11]([N:13]1[CH2:17][CH:16]=[CH:15][CH2:14]1)=[O:12])[C:5]([OH:7])=O.CN(C(ON1N=NC2C=CC=CC1=2)=[N+](C)C)C.[B-](F)(F)(F)F.C(N(C(C)C)CC)(C)C.[Cl:49][C:50]1[CH:67]=[CH:66][C:53]2[N:54]=[C:55]([CH:57]([NH2:65])[CH2:58][C:59]3[CH:64]=[CH:63][CH:62]=[CH:61][CH:60]=3)[NH:56][C:52]=2[CH:51]=1.ClCl. The catalyst is O1CCCC1.ClCCl.C(O)C. The product is [Cl:49][C:50]1[CH:67]=[CH:66][C:53]2[NH:54][C:55]([CH:57]([NH:65][C:5](=[O:7])[C:4]3[CH:8]=[CH:9][C:10]([C:11]([N:13]4[CH2:17][CH:16]=[CH:15][CH2:14]4)=[O:12])=[C:2]([CH3:1])[CH:3]=3)[CH2:58][C:59]3[CH:64]=[CH:63][CH:62]=[CH:61][CH:60]=3)=[N:56][C:52]=2[CH:51]=1. The yield is 0.900. (3) The reactants are [Cl:1][C:2]1[CH:11]=[C:10]2[C:5]([N:6]=[C:7]([N:16]3[CH2:21][CH2:20][N:19]([CH3:22])[CH2:18][CH2:17]3)[C:8]3[N:9]2[CH2:12][CH:13]([CH3:15])[N:14]=3)=[CH:4][CH:3]=1.ClC1C(=O)C(C#N)=C(C#N)C(=O)C=1Cl. The catalyst is C1(C)C(C)=CC=CC=1. The product is [Cl:1][C:2]1[CH:11]=[C:10]2[C:5]([N:6]=[C:7]([N:16]3[CH2:17][CH2:18][N:19]([CH3:22])[CH2:20][CH2:21]3)[C:8]3[N:9]2[CH:12]=[C:13]([CH3:15])[N:14]=3)=[CH:4][CH:3]=1. The yield is 0.260. (4) The reactants are [Br:1][C:2]1[C:3]([F:12])=[C:4]([CH:8]=[C:9]([Cl:11])[CH:10]=1)C(O)=O.CC[N:15]([CH:19](C)C)C(C)C.C1C=CC([O:28]P(OC2C=CC=CC=2)(N=[N+]=[N-])=O)=CC=1.[C:41]([OH:45])([CH3:44])([CH3:43])[CH3:42]. The catalyst is C1(C)C=CC=CC=1. The product is [Br:1][C:2]1[C:3]([F:12])=[C:4]([NH:15][C:19](=[O:28])[O:45][C:41]([CH3:44])([CH3:43])[CH3:42])[CH:8]=[C:9]([Cl:11])[CH:10]=1. The yield is 0.570. (5) The reactants are [C:1]([O:5][C:6]([NH:8][C@H:9]([CH2:38][C:39]1[CH:44]=[C:43]([F:45])[C:42]([F:46])=[CH:41][C:40]=1[F:47])[CH2:10][C:11]([N:13]1[CH2:17][CH2:16][S:15][C@H:14]1[C:18]([NH:20][CH2:21][C:22]1[CH:37]=[CH:36][C:25]([O:26][C@@H:27]([CH:33]([CH3:35])[CH3:34])[C:28]([O:30]CC)=[O:29])=[CH:24][CH:23]=1)=[O:19])=[O:12])=[O:7])([CH3:4])([CH3:3])[CH3:2].O[Li].O. The catalyst is C1COCC1.CO.O. The product is [C:1]([O:5][C:6]([NH:8][C@H:9]([CH2:38][C:39]1[CH:44]=[C:43]([F:45])[C:42]([F:46])=[CH:41][C:40]=1[F:47])[CH2:10][C:11]([N:13]1[CH2:17][CH2:16][S:15][C@H:14]1[C:18]([NH:20][CH2:21][C:22]1[CH:23]=[CH:24][C:25]([O:26][C@@H:27]([CH:33]([CH3:34])[CH3:35])[C:28]([OH:30])=[O:29])=[CH:36][CH:37]=1)=[O:19])=[O:12])=[O:7])([CH3:3])([CH3:4])[CH3:2]. The yield is 0.870. (6) The reactants are [N:1]1([C:7]2[CH:8]=[CH:9][CH:10]=[C:11]3[C:16]=2[N:15]=[CH:14][CH:13]=[CH:12]3)[CH2:6][CH2:5][NH:4][CH2:3][CH2:2]1.[CH3:17][C:18]([O:21][C:22](O[C:22]([O:21][C:18]([CH3:20])([CH3:19])[CH3:17])=[O:23])=[O:23])([CH3:20])[CH3:19]. The catalyst is C(Cl)Cl. The product is [C:18]([O:21][C:22]([N:4]1[CH2:5][CH2:6][N:1]([C:7]2[CH:8]=[CH:9][CH:10]=[C:11]3[C:16]=2[N:15]=[CH:14][CH:13]=[CH:12]3)[CH2:2][CH2:3]1)=[O:23])([CH3:20])([CH3:19])[CH3:17]. The yield is 0.890.